This data is from Peptide-MHC class I binding affinity with 185,985 pairs from IEDB/IMGT. The task is: Regression. Given a peptide amino acid sequence and an MHC pseudo amino acid sequence, predict their binding affinity value. This is MHC class I binding data. (1) The peptide sequence is DQHGRMNYYW. The MHC is Mamu-B01 with pseudo-sequence Mamu-B01. The binding affinity (normalized) is 0. (2) The peptide sequence is VVISKKDTY. The MHC is HLA-A01:01 with pseudo-sequence HLA-A01:01. The binding affinity (normalized) is 0.0847. (3) The peptide sequence is YQLAVTIMAI. The MHC is HLA-A02:01 with pseudo-sequence HLA-A02:01. The binding affinity (normalized) is 0.679. (4) The peptide sequence is IFGTAYGVL. The MHC is HLA-A24:02 with pseudo-sequence HLA-A24:02. The binding affinity (normalized) is 0.236. (5) The peptide sequence is LMWNKQFIK. The MHC is HLA-A68:01 with pseudo-sequence HLA-A68:01. The binding affinity (normalized) is 0.510. (6) The peptide sequence is SLYADSPSV. The MHC is HLA-A68:02 with pseudo-sequence HLA-A68:02. The binding affinity (normalized) is 0.120. (7) The peptide sequence is KGWLSTYAV. The MHC is Mamu-B3901 with pseudo-sequence Mamu-B3901. The binding affinity (normalized) is 0.586. (8) The peptide sequence is NQMIFVSSI. The MHC is HLA-A68:02 with pseudo-sequence HLA-A68:02. The binding affinity (normalized) is 0.511. (9) The peptide sequence is ITPTIEDDKI. The MHC is HLA-A02:03 with pseudo-sequence HLA-A02:03. The binding affinity (normalized) is 0.229. (10) The peptide sequence is VGLSYSQTM. The MHC is H-2-Db with pseudo-sequence H-2-Db. The binding affinity (normalized) is 0.0947.